Task: Predict the product of the given reaction.. Dataset: Forward reaction prediction with 1.9M reactions from USPTO patents (1976-2016) Given the reactants [CH2:1]([C:8]1[S:12][C:11]([C:13]2[CH:18]=[C:17]([F:19])[CH:16]=[CH:15][C:14]=2[F:20])=[N:10][C:9]=1[CH:21]([NH:26][CH2:27][CH2:28][C@H:29]([N:32]1[C:40](=[O:41])[C:39]2[C:34](=[CH:35][CH:36]=[CH:37][CH:38]=2)[C:33]1=[O:42])[CH2:30][F:31])[C:22]([CH3:25])([CH3:24])[CH3:23])[C:2]1[CH:7]=[CH:6][CH:5]=[CH:4][CH:3]=1.CCN(C(C)C)C(C)C.[C:52]([O:55][C@@H:56]([CH3:60])[C:57](Cl)=[O:58])(=[O:54])[CH3:53], predict the reaction product. The product is: [C:52]([O:55][C@H:56]([CH3:60])[C:57]([N:26]([C@@H:21]([C:9]1[N:10]=[C:11]([C:13]2[CH:18]=[C:17]([F:19])[CH:16]=[CH:15][C:14]=2[F:20])[S:12][C:8]=1[CH2:1][C:2]1[CH:3]=[CH:4][CH:5]=[CH:6][CH:7]=1)[C:22]([CH3:24])([CH3:25])[CH3:23])[CH2:27][CH2:28][C@H:29]([N:32]1[C:40](=[O:41])[C:39]2[C:34](=[CH:35][CH:36]=[CH:37][CH:38]=2)[C:33]1=[O:42])[CH2:30][F:31])=[O:58])(=[O:54])[CH3:53].